This data is from Forward reaction prediction with 1.9M reactions from USPTO patents (1976-2016). The task is: Predict the product of the given reaction. (1) Given the reactants [CH:1]1([C:4]([N:6]2[CH2:10][CH2:9][C@@H:8]([CH2:11][NH:12][C:13]3[CH:18]=[C:17]([CH3:19])[CH:16]=[CH:15][C:14]=3[N+:20]([O-])=O)[CH2:7]2)=[O:5])[CH2:3][CH2:2]1.O.O.Cl[Sn]Cl.C([O-])([O-])=O.[Na+].[Na+], predict the reaction product. The product is: [CH:1]1([C:4]([N:6]2[CH2:10][CH2:9][C@@H:8]([CH2:11][NH:12][C:13]3[C:14]([NH2:20])=[CH:15][CH:16]=[C:17]([CH3:19])[CH:18]=3)[CH2:7]2)=[O:5])[CH2:3][CH2:2]1. (2) Given the reactants Br[CH:2]1[CH2:6][CH2:5][N:4]([C@H:7]([C:9]2[CH:14]=[CH:13][C:12]([F:15])=[CH:11][CH:10]=2)[CH3:8])[C:3]1=[O:16].[F:17][C:18]1([F:31])[CH:23]([C:24]2[CH:29]=[CH:28][C:27]([OH:30])=[CH:26][CH:25]=2)[CH2:22][CH2:21][NH:20][CH2:19]1.C(N(CC)CC)C, predict the reaction product. The product is: [F:31][C:18]1([F:17])[CH:23]([C:24]2[CH:29]=[CH:28][C:27]([OH:30])=[CH:26][CH:25]=2)[CH2:22][CH2:21][N:20]([CH:2]2[CH2:6][CH2:5][N:4]([C@H:7]([C:9]3[CH:14]=[CH:13][C:12]([F:15])=[CH:11][CH:10]=3)[CH3:8])[C:3]2=[O:16])[CH2:19]1. (3) Given the reactants [CH3:1][S:2][CH2:3][CH2:4][O:5][CH:6]([CH3:10])[C:7]([OH:9])=[O:8].[C:11](Cl)(=O)C(Cl)=O, predict the reaction product. The product is: [CH3:1][S:2][CH2:3][CH2:4][O:5][CH:6]([CH3:10])[C:7]([O:9][CH3:11])=[O:8]. (4) Given the reactants C(OC([N:8]1[CH2:14][CH2:13][CH2:12][N:11]([C:15]2[N:23]([CH2:24][C:25]#[C:26][CH3:27])[C:22]3[C:21](=[O:28])[NH:20][C:19](=[O:29])[N:18]([CH3:30])[C:17]=3[C:16]=2[C:31]#[N:32])[CH2:10][CH2:9]1)=O)(C)(C)C.Cl[CH2:34][C:35]1[C:44]2[C:39](=[CH:40][CH:41]=[CH:42][CH:43]=2)[N:38]=[CH:37][C:36]=1[C:45]#[N:46], predict the reaction product. The product is: [CH2:24]([N:23]1[C:22]2[C:21](=[O:28])[N:20]([CH2:34][C:35]3[C:44]4[C:39](=[CH:40][CH:41]=[CH:42][CH:43]=4)[N:38]=[CH:37][C:36]=3[C:45]#[N:46])[C:19](=[O:29])[N:18]([CH3:30])[C:17]=2[C:16]([C:31]#[N:32])=[C:15]1[N:11]1[CH2:12][CH2:13][CH2:14][NH:8][CH2:9][CH2:10]1)[C:25]#[C:26][CH3:27]. (5) Given the reactants [C:1]([OH:8])(=[O:7])[CH2:2][CH2:3][C:4]([OH:6])=[O:5].[Cl:9][C:10]1[CH:11]=[CH:12][C:13]2[CH2:19][CH2:18][NH:17][CH2:16][C@H:15]([CH3:20])[C:14]=2[CH:21]=1, predict the reaction product. The product is: [C:1]([OH:8])(=[O:7])[CH2:2][CH2:3][C:4]([OH:6])=[O:5].[Cl:9][C:10]1[CH:11]=[CH:12][C:13]2[CH2:19][CH2:18][NH:17][CH2:16][C@H:15]([CH3:20])[C:14]=2[CH:21]=1. (6) Given the reactants [F:1][C:2]1[CH:7]=[CH:6][CH:5]=[C:4]([F:8])[C:3]=1[N:9]1[C:14]2[N:15]=[C:16](S(C)=O)[N:17]=[C:18]([C:19]3[CH:20]=[C:21]([CH:32]=[CH:33][C:34]=3[CH3:35])[C:22]([NH:24][C:25]3[CH:30]=[CH:29][C:28]([F:31])=[CH:27][CH:26]=3)=[O:23])[C:13]=2[CH2:12][NH:11][C:10]1=[O:39].[CH3:40][N:41]1[CH2:46][CH2:45][CH:44]([NH2:47])[CH2:43][CH2:42]1.C(N(CC)C(C)C)(C)C, predict the reaction product. The product is: [F:1][C:2]1[CH:7]=[CH:6][CH:5]=[C:4]([F:8])[C:3]=1[N:9]1[C:14]2[N:15]=[C:16]([NH:47][CH:44]3[CH2:45][CH2:46][N:41]([CH3:40])[CH2:42][CH2:43]3)[N:17]=[C:18]([C:19]3[CH:20]=[C:21]([CH:32]=[CH:33][C:34]=3[CH3:35])[C:22]([NH:24][C:25]3[CH:30]=[CH:29][C:28]([F:31])=[CH:27][CH:26]=3)=[O:23])[C:13]=2[CH2:12][NH:11][C:10]1=[O:39]. (7) Given the reactants C(OC([N:8]1[CH2:13][C@H:12]([CH2:14][O:15][CH3:16])[N:11]([CH2:17][C:18]([N:20]2[C:28]3[CH:27]=[C:26]([CH2:29][C:30]4[CH:35]=[CH:34][CH:33]=[CH:32][CH:31]=4)[N:25]=[CH:24][C:23]=3[C:22]([CH3:37])([CH3:36])[CH2:21]2)=[O:19])[CH2:10][C@H:9]1[CH3:38])=O)(C)(C)C.[ClH:39], predict the reaction product. The product is: [ClH:39].[CH2:29]([C:26]1[N:25]=[CH:24][C:23]2[C:22]([CH3:36])([CH3:37])[CH2:21][N:20]([C:18](=[O:19])[CH2:17][N:11]3[CH2:10][C@@H:9]([CH3:38])[NH:8][CH2:13][C@@H:12]3[CH2:14][O:15][CH3:16])[C:28]=2[CH:27]=1)[C:30]1[CH:31]=[CH:32][CH:33]=[CH:34][CH:35]=1.